From a dataset of Reaction yield outcomes from USPTO patents with 853,638 reactions. Predict the reaction yield, written as a fraction of the theoretical maximum amount of product (1.0 means a 100% yield; for example, 0.34 means a 34% yield). (1) The reactants are [CH2:1]1[C:12]2[C:11]3[C:6](=[C:7]([C:13]([OH:15])=O)[CH:8]=[CH:9][CH:10]=3)[NH:5][C:4]=2[CH2:3][CH2:2]1.[CH2:16]([O:18][C:19](=[O:23])[C@H:20]([CH3:22])[NH2:21])[CH3:17].Cl.CN(C)CCCN=C=NCC.ON1C2C=CC=CC=2N=N1.C(N(C(C)C)CC)(C)C. The catalyst is C(Cl)Cl. The product is [CH2:1]1[C:12]2[C:11]3[CH:10]=[CH:9][CH:8]=[C:7]([C:13]([NH:21][C@@H:20]([CH3:22])[C:19]([O:18][CH2:16][CH3:17])=[O:23])=[O:15])[C:6]=3[NH:5][C:4]=2[CH2:3][CH2:2]1. The yield is 0.160. (2) The reactants are [F:1][C:2]1[CH:7]=[CH:6][CH:5]=[C:4]([F:8])[C:3]=1[C:9]1[O:10][C:11]([C:17]2[CH:22]=[CH:21][C:20]([O:23][CH2:24][CH:25]3[CH2:27][O:26]3)=[CH:19][CH:18]=2)=[C:12]([C:14]([NH2:16])=[O:15])[N:13]=1.[NH:28]1[CH2:33][CH2:32][CH2:31][CH2:30][CH2:29]1. The catalyst is CO. The product is [F:8][C:4]1[CH:5]=[CH:6][CH:7]=[C:2]([F:1])[C:3]=1[C:9]1[O:10][C:11]([C:17]2[CH:18]=[CH:19][C:20]([O:23][CH2:24][CH:25]([OH:26])[CH2:27][N:28]3[CH2:33][CH2:32][CH2:31][CH2:30][CH2:29]3)=[CH:21][CH:22]=2)=[C:12]([C:14]([NH2:16])=[O:15])[N:13]=1. The yield is 0.120. (3) The reactants are [CH3:1][C:2]1[CH:7]=[CH:6][CH:5]=[C:4]([C:8](=[NH:20])[NH:9][C:10]2[CH:15]=[CH:14][C:13]([S:16]([CH3:19])(=[O:18])=[O:17])=[CH:12][CH:11]=2)[N:3]=1.C(=O)(O)[O-].[Na+].Br[CH2:27][C:28](=[O:33])[C:29]([F:32])([F:31])[F:30]. The catalyst is C(O)(C)C. The product is [CH3:1][C:2]1[CH:7]=[CH:6][CH:5]=[C:4]([C:8]2[N:9]([C:10]3[CH:15]=[CH:14][C:13]([S:16]([CH3:19])(=[O:18])=[O:17])=[CH:12][CH:11]=3)[CH2:27][C:28]([OH:33])([C:29]([F:32])([F:31])[F:30])[N:20]=2)[N:3]=1. The yield is 0.210. (4) The reactants are [Br:1][C:2]1[CH:3]=[N:4][C:5]([C:8]([OH:10])=O)=[N:6][CH:7]=1.S(Cl)(Cl)=O.[NH2:15][C:16]1[CH:21]=[CH:20][CH:19]=[CH:18][CH:17]=1. The catalyst is C1C=CC=CC=1.ClCCl. The product is [Br:1][C:2]1[CH:7]=[N:6][C:5]([C:8]([NH:15][C:16]2[CH:21]=[CH:20][CH:19]=[CH:18][CH:17]=2)=[O:10])=[N:4][CH:3]=1. The yield is 0.770.